Dataset: Catalyst prediction with 721,799 reactions and 888 catalyst types from USPTO. Task: Predict which catalyst facilitates the given reaction. (1) Reactant: C(N(CC)CC)C.[OH:8][C:9]1[CH:10]=[C:11]([C:15]2([C:23]3[CH:28]=[CH:27][CH:26]=[CH:25][CH:24]=3)[NH:19][C:18](=[S:20])[N:17]([CH3:21])[C:16]2=[O:22])[CH:12]=[CH:13][CH:14]=1.[CH3:29][S:30](Cl)(=[O:32])=[O:31]. Product: [CH3:29][S:30]([O:8][C:9]1[CH:14]=[CH:13][CH:12]=[C:11]([C:15]2([C:23]3[CH:28]=[CH:27][CH:26]=[CH:25][CH:24]=3)[C:16](=[O:22])[N:17]([CH3:21])[C:18](=[S:20])[NH:19]2)[CH:10]=1)(=[O:32])=[O:31]. The catalyst class is: 4. (2) Reactant: Cl[C:2]1[C:11]2[CH2:10][CH2:9][C:8]3[CH:12]=[CH:13][C:14]([O:16][CH3:17])=[CH:15][C:7]=3[C:6]=2[N:5]=[CH:4][N:3]=1.[CH3:18][C:19]1[N:20]=[CH:21][N:22]([C:24]2[CH:25]=[C:26]([NH2:30])[CH:27]=[CH:28][CH:29]=2)[CH:23]=1.[OH-].[Na+]. Product: [CH3:17][O:16][C:14]1[CH:13]=[CH:12][C:8]2[CH2:9][CH2:10][C:11]3[C:2]([NH:30][C:26]4[CH:27]=[CH:28][CH:29]=[C:24]([N:22]5[CH:23]=[C:19]([CH3:18])[N:20]=[CH:21]5)[CH:25]=4)=[N:3][CH:4]=[N:5][C:6]=3[C:7]=2[CH:15]=1. The catalyst class is: 4. (3) The catalyst class is: 72. Reactant: Br[Si](C)(C)C.C[O:7][P:8]([CH2:12][P:13]([CH2:18][CH2:19][CH2:20][CH2:21][CH2:22][CH2:23][CH2:24][CH2:25][CH2:26][CH3:27])([O:15]CC)=[O:14])(=[O:11])[O:9]C.C(N(CCCC)CCCC)CCC.[Na+:41].[I-].CC(C)=O. Product: [Na+:41].[Na+:41].[Na+:41].[CH2:18]([P:13]([CH2:12][P:8](=[O:7])([O-:11])[O-:9])([OH:15])=[O:14])[CH2:19][CH2:20][CH2:21][CH2:22][CH2:23][CH2:24][CH2:25][CH2:26][CH3:27]. (4) The catalyst class is: 2. Reactant: [C:1]([C:5]1[CH:6]=[C:7]2[C:12](=[CH:13][CH:14]=1)[C:11](=[O:15])[N:10]([C:16]1[CH:26]=[CH:25][CH:24]=[C:23]([C:27]3[CH:32]=[C:31]([NH:33][C:34]4[CH:39]=[CH:38][C:37]([O:40][C:41]([CH3:49])([CH3:48])[CH2:42][NH:43][CH2:44][CH2:45][CH2:46][OH:47])=[CH:36][N:35]=4)[C:30](=[O:50])[N:29]([CH3:51])[N:28]=3)[C:17]=1[CH2:18][O:19]C(=O)C)[N:9]=[CH:8]2)([CH3:4])([CH3:3])[CH3:2].C([O-])([O-])=O.[K+].[K+].CO.O. Product: [C:1]([C:5]1[CH:6]=[C:7]2[C:12](=[CH:13][CH:14]=1)[C:11](=[O:15])[N:10]([C:16]1[CH:26]=[CH:25][CH:24]=[C:23]([C:27]3[CH:32]=[C:31]([NH:33][C:34]4[CH:39]=[CH:38][C:37]([O:40][C:41]([CH3:48])([CH3:49])[CH2:42][NH:43][CH2:44][CH2:45][CH2:46][OH:47])=[CH:36][N:35]=4)[C:30](=[O:50])[N:29]([CH3:51])[N:28]=3)[C:17]=1[CH2:18][OH:19])[N:9]=[CH:8]2)([CH3:2])([CH3:3])[CH3:4]. (5) Reactant: [C:1]([O:5][C:6]([NH:8][C@H:9]([CH2:13][CH:14]([CH3:16])[CH3:15])[C:10]([OH:12])=O)=[O:7])([CH3:4])([CH3:3])[CH3:2].CN(C(ON1N=NC2[CH:28]=[CH:29][CH:30]=[N:31][C:26]1=2)=[N+](C)C)C.F[P-](F)(F)(F)(F)F.N1CCCC1.CCN(CC)CC. Product: [CH3:15][CH:14]([CH3:16])[CH2:13][C@@H:9]([NH:8][C:6](=[O:7])[O:5][C:1]([CH3:2])([CH3:3])[CH3:4])[C:10](=[O:12])[N:31]1[CH2:30][CH2:29][CH2:28][CH2:26]1. The catalyst class is: 2. (6) Reactant: [F:1][C:2]1([F:8])[CH2:4][CH:3]1[C:5](Cl)=[O:6].FF.Cl.[CH3:12][NH:13][O:14][CH3:15].C(N(CC)CC)C. Product: [F:1][C:2]1([F:8])[CH2:4][CH:3]1[C:5]([N:13]([O:14][CH3:15])[CH3:12])=[O:6]. The catalyst class is: 46. (7) The catalyst class is: 7. Product: [F:37][C:34]([CH3:36])([CH3:35])[CH2:33][CH2:32][CH:4]([C:1](=[S:47])[NH2:2])[CH2:5][CH:6]([O:28][C:29](=[O:31])[CH3:30])[CH:7]([NH:15][C:16]([C:18]1[CH:27]=[N:26][C:25]2[C:20](=[CH:21][CH:22]=[CH:23][CH:24]=2)[N:19]=1)=[O:17])[CH2:8][C:9]1[CH:14]=[CH:13][CH:12]=[CH:11][CH:10]=1. Reactant: [C:1]([CH:4]([CH2:32][CH2:33][C:34]([F:37])([CH3:36])[CH3:35])[CH2:5][CH:6]([O:28][C:29](=[O:31])[CH3:30])[CH:7]([NH:15][C:16]([C:18]1[CH:27]=[N:26][C:25]2[C:20](=[CH:21][CH:22]=[CH:23][CH:24]=2)[N:19]=1)=[O:17])[CH2:8][C:9]1[CH:14]=[CH:13][CH:12]=[CH:11][CH:10]=1)(=O)[NH2:2].COC1C=CC(P2(SP(C3C=CC(OC)=CC=3)(=S)S2)=[S:47])=CC=1. (8) Reactant: [CH3:1][S:2]([C:11]1[CH:16]=[CH:15][C:14]([CH2:17][CH2:18][C:19]([O:21][CH3:22])=[O:20])=[CH:13][CH:12]=1)(=[N:4]C(=O)C(F)(F)F)=[O:3].C([O-])([O-])=O.[K+].[K+]. Product: [CH3:1][S:2]([C:11]1[CH:12]=[CH:13][C:14]([CH2:17][CH2:18][C:19]([O:21][CH3:22])=[O:20])=[CH:15][CH:16]=1)(=[NH:4])=[O:3]. The catalyst class is: 5.